Predict which catalyst facilitates the given reaction. From a dataset of Catalyst prediction with 721,799 reactions and 888 catalyst types from USPTO. (1) Reactant: Br[C:2]([CH3:15])([CH3:14])[C:3]([NH:5][C:6]1[CH:11]=[CH:10][CH:9]=[C:8]([Br:12])[C:7]=1[OH:13])=[O:4].C([O-])([O-])=O.[K+].[K+].O.C(OCC)(=O)C. The catalyst class is: 3. Product: [Br:12][C:8]1[C:7]2[O:13][C:2]([CH3:15])([CH3:14])[C:3](=[O:4])[NH:5][C:6]=2[CH:11]=[CH:10][CH:9]=1. (2) Reactant: C(O[CH:4]([O:6][C@H:7]1[CH2:11][N:10]([C:12]([O:14][CH2:15][C:16]2[CH:21]=[CH:20][CH:19]=[CH:18][CH:17]=2)=[O:13])[C@H:9]([C:22]([O:24][CH3:25])=[O:23])[CH2:8]1)[CH3:5])C.C(N(CC)CC)C.FC(F)(F)S(O[Si](C)(C)C)(=O)=O.[OH-].[Na+]. Product: [CH:4]([O:6][C@H:7]1[CH2:11][N:10]([C:12]([O:14][CH2:15][C:16]2[CH:21]=[CH:20][CH:19]=[CH:18][CH:17]=2)=[O:13])[C@H:9]([C:22]([O:24][CH3:25])=[O:23])[CH2:8]1)=[CH2:5]. The catalyst class is: 46.